Dataset: Forward reaction prediction with 1.9M reactions from USPTO patents (1976-2016). Task: Predict the product of the given reaction. (1) Given the reactants O=[CH:2][CH2:3][C:4]1([C:17]([O:19][CH3:20])=[O:18])[CH2:9][CH2:8][N:7]([C:10]([O:12][C:13]([CH3:16])([CH3:15])[CH3:14])=[O:11])[CH2:6][CH2:5]1.[CH3:21][C:22]([S:25]([NH2:27])=[O:26])([CH3:24])[CH3:23], predict the reaction product. The product is: [C:22]([S:25](/[N:27]=[CH:2]/[CH2:3][C:4]1([C:17]([O:19][CH3:20])=[O:18])[CH2:9][CH2:8][N:7]([C:10]([O:12][C:13]([CH3:16])([CH3:15])[CH3:14])=[O:11])[CH2:6][CH2:5]1)=[O:26])([CH3:24])([CH3:23])[CH3:21]. (2) Given the reactants [Li]CCCC.Br[C:7]1[S:8][CH:9]=[C:10]([Br:12])[N:11]=1.[CH3:13][Si:14](Cl)([CH3:16])[CH3:15], predict the reaction product. The product is: [Br:12][C:10]1[N:11]=[C:7]([Si:14]([CH3:16])([CH3:15])[CH3:13])[S:8][CH:9]=1. (3) Given the reactants [Cl:1][C:2]1[CH:3]=[C:4]([CH:21]=[C:22]([C:26]([F:29])([F:28])[F:27])[C:23]=1[CH:24]=O)[C:5]([NH:7][CH2:8][C:9]1[CH:14]=[C:13]([Cl:15])[CH:12]=[CH:11][C:10]=1[S:16]([CH2:19][CH3:20])(=[O:18])=[O:17])=[O:6].[NH:30]1[CH2:35][CH2:34][CH2:33][C@H:32]([C:36]([O:38][CH2:39][CH3:40])=[O:37])[CH2:31]1, predict the reaction product. The product is: [Cl:1][C:2]1[CH:3]=[C:4]([C:5](=[O:6])[NH:7][CH2:8][C:9]2[CH:14]=[C:13]([Cl:15])[CH:12]=[CH:11][C:10]=2[S:16]([CH2:19][CH3:20])(=[O:18])=[O:17])[CH:21]=[C:22]([C:26]([F:28])([F:29])[F:27])[C:23]=1[CH2:24][N:30]1[CH2:35][CH2:34][CH2:33][C@H:32]([C:36]([O:38][CH2:39][CH3:40])=[O:37])[CH2:31]1. (4) Given the reactants [CH2:1]([O:3][C:4](=[O:41])[CH2:5][N:6]([C@H:14]([CH2:32][C:33]1[CH:38]=[CH:37][C:36]([O:39][CH3:40])=[CH:35][CH:34]=1)[C:15]([N:17]1[CH2:21][CH2:20][CH2:19][C@H:18]1[C:22]([O:24]CC1C=CC=CC=1)=[O:23])=[O:16])[C:7]([O:9][C:10]([CH3:13])([CH3:12])[CH3:11])=[O:8])[CH3:2], predict the reaction product. The product is: [CH2:1]([O:3][C:4](=[O:41])[CH2:5][N:6]([C@H:14]([CH2:32][C:33]1[CH:38]=[CH:37][C:36]([O:39][CH3:40])=[CH:35][CH:34]=1)[C:15]([N:17]1[CH2:21][CH2:20][CH2:19][C@H:18]1[C:22]([OH:24])=[O:23])=[O:16])[C:7]([O:9][C:10]([CH3:13])([CH3:12])[CH3:11])=[O:8])[CH3:2]. (5) Given the reactants CC1(C)[O:6][C@@H:5]([C@@H:7]([OH:26])[C@H:8]([OH:25])[CH2:9][N:10]2[C:20]3=[C:21]4[C:16](=[CH:17][CH:18]=[CH:19]3)[C:15]([CH3:23])([CH3:22])[CH2:14][CH2:13][N:12]4[C:11]2=[O:24])[CH2:4][O:3]1, predict the reaction product. The product is: [CH3:22][C:15]1([CH3:23])[C:16]2[C:21]3=[C:20]([N:10]([CH2:9][C@@H:8]([OH:25])[C@H:7]([OH:26])[C@H:5]([OH:6])[CH2:4][OH:3])[C:11](=[O:24])[N:12]3[CH2:13][CH2:14]1)[CH:19]=[CH:18][CH:17]=2.